This data is from Catalyst prediction with 721,799 reactions and 888 catalyst types from USPTO. The task is: Predict which catalyst facilitates the given reaction. (1) Reactant: [N:1]([O-])=O.[Na+].[CH:5]([NH:8][C:9]([C@H:11]1[CH2:16][CH2:15][C@H:14]([NH:17][C:18]2[C:23]([NH2:24])=[CH:22][N:21]=[C:20]3[N:25]([S:28]([C:31]4[CH:36]=[CH:35][CH:34]=[CH:33][CH:32]=4)(=[O:30])=[O:29])[CH:26]=[CH:27][C:19]=23)[CH2:13][CH2:12]1)=[O:10])([CH3:7])[CH3:6]. Product: [CH:5]([NH:8][C:9]([C@H:11]1[CH2:16][CH2:15][C@H:14]([N:17]2[C:18]3[C:23](=[CH:22][N:21]=[C:20]4[C:19]=3[CH:27]=[CH:26][N:25]4[S:28]([C:31]3[CH:32]=[CH:33][CH:34]=[CH:35][CH:36]=3)(=[O:29])=[O:30])[N:24]=[N:1]2)[CH2:13][CH2:12]1)=[O:10])([CH3:7])[CH3:6]. The catalyst class is: 15. (2) Reactant: Cl.[O:2]1[B:7]2[O:8][CH2:9][C:10]3[CH2:11][O:12][CH:13]=[CH:14][C:5]([C:6]=32)=[CH:4][C@H:3]1[CH2:15][NH2:16].CCN(CC)CC.[CH3:24][C:25]([O:28][C:29](O[C:29]([O:28][C:25]([CH3:27])([CH3:26])[CH3:24])=[O:30])=[O:30])([CH3:27])[CH3:26]. Product: [O:2]1[B:7]2[O:8][CH2:9][C:10]3[CH2:11][O:12][CH:13]=[CH:14][C:5]([C:6]=32)=[CH:4][C@H:3]1[CH2:15][NH:16][C:29](=[O:30])[O:28][C:25]([CH3:27])([CH3:26])[CH3:24]. The catalyst class is: 2.